This data is from Full USPTO retrosynthesis dataset with 1.9M reactions from patents (1976-2016). The task is: Predict the reactants needed to synthesize the given product. (1) Given the product [Br:1][C:2]1[CH:3]=[CH:4][C:5]([CH3:10])=[C:6]([N:7]([CH3:8])[C:20](=[O:23])[CH:21]=[CH2:22])[CH:9]=1, predict the reactants needed to synthesize it. The reactants are: [Br:1][C:2]1[CH:3]=[CH:4][C:5]([CH3:10])=[C:6]([CH:9]=1)[NH:7][CH3:8].C(N(C(C)C)CC)(C)C.[C:20](Cl)(=[O:23])[CH:21]=[CH2:22]. (2) Given the product [F:41][C:42]([F:47])([F:46])[C:43]([OH:45])=[O:44].[N:1]1([C:7]2[N:15]=[C:14]([C:16]3[CH:17]=[N:18][C:19]([NH2:22])=[N:20][CH:21]=3)[N:13]=[C:12]3[C:8]=2[N:9]=[C:10]([N:35]2[CH2:36][CH2:37][NH:38][CH2:39][CH2:40]2)[N:11]3[CH2:30][C:31]([F:32])([F:34])[F:33])[CH2:6][CH2:5][O:4][CH2:3][CH2:2]1, predict the reactants needed to synthesize it. The reactants are: [N:1]1([C:7]2[N:15]=[C:14]([C:16]3[CH:17]=[N:18][C:19]([NH:22]C(=O)OC(C)(C)C)=[N:20][CH:21]=3)[N:13]=[C:12]3[C:8]=2[N:9]=[C:10]([N:35]2[CH2:40][CH2:39][NH:38][CH2:37][CH2:36]2)[N:11]3[CH2:30][C:31]([F:34])([F:33])[F:32])[CH2:6][CH2:5][O:4][CH2:3][CH2:2]1.[F:41][C:42]([F:47])([F:46])[C:43]([OH:45])=[O:44]. (3) Given the product [CH3:23][O:24][CH:25]1[CH2:30][CH2:29][N:28]([C:18]([C:12]2[S:13][C:14]3[CH2:15][CH2:16][O:17][C:8]4[CH:7]=[C:6]([C:4]5[CH:3]=[N:2][NH:1][CH:5]=5)[CH:22]=[CH:21][C:9]=4[C:10]=3[N:11]=2)=[O:19])[CH2:27][CH2:26]1, predict the reactants needed to synthesize it. The reactants are: [NH:1]1[CH:5]=[C:4]([C:6]2[CH:22]=[CH:21][C:9]3[C:10]4[N:11]=[C:12]([C:18](O)=[O:19])[S:13][C:14]=4[CH2:15][CH2:16][O:17][C:8]=3[CH:7]=2)[CH:3]=[N:2]1.[CH3:23][O:24][CH:25]1[CH2:30][CH2:29][NH:28][CH2:27][CH2:26]1. (4) Given the product [Br:28][C:12]1[CH:13]=[C:14]([CH2:15][C@@H:16]([CH2:22][C:23]([O:25][CH3:26])=[O:24])[C:17]([O:19][CH3:20])=[O:18])[C:6]([CH2:5][OH:4])=[C:7]2[C:11]=1[NH:10][N:9]=[C:8]2[Cl:29], predict the reactants needed to synthesize it. The reactants are: C([O:4][CH2:5][C:6]1[C:14]([CH2:15][C@@H:16]([CH2:22][C:23]([O:25][CH2:26]C)=[O:24])[C:17]([O:19][CH2:20]C)=[O:18])=[CH:13][C:12]([Br:28])=[C:11]2[C:7]=1[C:8]([Cl:29])=[N:9][NH:10]2)(=O)C.CO.C[O-].[Mg+2].C[O-]. (5) Given the product [NH2:16][C:14]1[CH:15]=[C:10]([C:7]2[N:6]=[C:5]([CH2:4][CH2:3][C:2]([CH3:26])([OH:1])[CH3:25])[O:9][N:8]=2)[CH:11]=[CH:12][C:13]=1[CH3:24], predict the reactants needed to synthesize it. The reactants are: [OH:1][C:2]([CH3:26])([CH3:25])[CH2:3][CH2:4][C:5]1[O:9][N:8]=[C:7]([C:10]2[CH:11]=[CH:12][C:13]([CH3:24])=[C:14]([NH:16]C(=O)OC(C)(C)C)[CH:15]=2)[N:6]=1. (6) Given the product [NH2:27][C:22]1[CH:21]=[C:20]2[C:25]([CH:26]=[C:18]([C:16](=[O:17])[NH:15][C:11]3[CH:10]=[C:9]([C:3]4[CH:4]=[CH:5][C:6]([F:8])=[CH:7][C:2]=4[F:1])[CH:14]=[CH:13][CH:12]=3)[N:19]2[C:30]([O:32][C:33]([CH3:35])([CH3:34])[CH3:36])=[O:31])=[CH:24][CH:23]=1, predict the reactants needed to synthesize it. The reactants are: [F:1][C:2]1[CH:7]=[C:6]([F:8])[CH:5]=[CH:4][C:3]=1[C:9]1[CH:14]=[CH:13][CH:12]=[C:11]([NH:15][C:16]([C:18]2[N:19]([C:30]([O:32][C:33]([CH3:36])([CH3:35])[CH3:34])=[O:31])[C:20]3[C:25]([CH:26]=2)=[CH:24][CH:23]=[C:22]([N+:27]([O-])=O)[CH:21]=3)=[O:17])[CH:10]=1.[NH4+].[Cl-]. (7) Given the product [CH3:1][O:2][CH2:3][C:4]([C:7]1[CH:11]=[C:10]([NH:12][C:22](=[O:30])[O:23][C:24]2[CH:29]=[CH:28][CH:27]=[CH:26][CH:25]=2)[O:9][N:8]=1)([CH3:6])[CH3:5], predict the reactants needed to synthesize it. The reactants are: [CH3:1][O:2][CH2:3][C:4]([C:7]1[CH:11]=[C:10]([NH2:12])[O:9][N:8]=1)([CH3:6])[CH3:5].C(C1C=C(N[C:22](=[O:30])[O:23][C:24]2[CH:29]=[CH:28][CH:27]=[CH:26][CH:25]=2)ON=1)(C)C. (8) Given the product [F:31][C:28]1[CH:27]=[CH:26][C:25]([N:22]2[CH2:21][CH2:20][N:19]([C:17](=[O:18])[CH2:16][N:4]3[C:3]([CH3:8])=[C:2]([I:1])[C:6]([CH3:7])=[N:5]3)[CH2:24][CH2:23]2)=[CH:30][CH:29]=1, predict the reactants needed to synthesize it. The reactants are: [I:1][C:2]1[C:3]([CH3:8])=[N:4][NH:5][C:6]=1[CH3:7].C([O-])([O-])=O.[K+].[K+].Cl[CH2:16][C:17]([N:19]1[CH2:24][CH2:23][N:22]([C:25]2[CH:30]=[CH:29][C:28]([F:31])=[CH:27][CH:26]=2)[CH2:21][CH2:20]1)=[O:18].CN(C=O)C. (9) The reactants are: [Cl:1][C:2]1[CH:23]=[CH:22][C:5]([C:6]([NH:8][CH:9]2[CH2:14][CH2:13][CH2:12][N:11](C(OC(C)(C)C)=O)[CH2:10]2)=[O:7])=[CH:4][CH:3]=1.FC(F)(F)C(O)=O. Given the product [Cl:1][C:2]1[CH:23]=[CH:22][C:5]([C:6]([NH:8][CH:9]2[CH2:14][CH2:13][CH2:12][NH:11][CH2:10]2)=[O:7])=[CH:4][CH:3]=1, predict the reactants needed to synthesize it. (10) Given the product [F:19][C:16]1([F:18])[CH2:17][N:14]([CH:11]2[CH2:10][CH2:9][NH:8][CH2:13][CH2:12]2)[CH2:15]1, predict the reactants needed to synthesize it. The reactants are: C(OC([N:8]1[CH2:13][CH2:12][CH:11]([N:14]2[CH2:17][C:16]([F:19])([F:18])[CH2:15]2)[CH2:10][CH2:9]1)=O)(C)(C)C.C(O)(C(F)(F)F)=O.